This data is from Full USPTO retrosynthesis dataset with 1.9M reactions from patents (1976-2016). The task is: Predict the reactants needed to synthesize the given product. (1) The reactants are: [CH3:1][O:2][C:3]1[CH:12]=[CH:11][C:6]([C:7](NC)=[O:8])=[CH:5][CH:4]=1.C([Li])(CC)C.[CH:18](=O)[C:19]1[CH:24]=[CH:23][CH:22]=[CH:21][CH:20]=1.CCCCCC.C(OCC)(=[O:34])C. Given the product [CH3:1][O:2][C:3]1[CH:12]=[C:11]2[C:6](=[CH:5][CH:4]=1)[C:7](=[O:34])[O:8][CH:18]2[C:19]1[CH:24]=[CH:23][CH:22]=[CH:21][CH:20]=1, predict the reactants needed to synthesize it. (2) Given the product [C:35]([NH:39][C:9](=[O:10])[C:8]1[CH:7]=[CH:6][C:5]([O:4][C:3]2[CH:14]=[CH:15][C:16]([NH:18][C:19]3[C:20]4[CH:28]=[C:27]([N:29]5[CH2:30][CH2:31][O:32][CH2:33][CH2:34]5)[N:26]=[CH:25][C:21]=4[N:22]=[CH:23][N:24]=3)=[CH:17][C:2]=2[CH3:1])=[CH:13][CH:12]=1)([CH3:38])([CH3:37])[CH3:36], predict the reactants needed to synthesize it. The reactants are: [CH3:1][C:2]1[CH:17]=[C:16]([NH:18][C:19]2[C:20]3[CH:28]=[C:27]([N:29]4[CH2:34][CH2:33][O:32][CH2:31][CH2:30]4)[N:26]=[CH:25][C:21]=3[N:22]=[CH:23][N:24]=2)[CH:15]=[CH:14][C:3]=1[O:4][C:5]1[CH:13]=[CH:12][C:8]([C:9](O)=[O:10])=[CH:7][CH:6]=1.[C:35]([NH2:39])([CH3:38])([CH3:37])[CH3:36].C(NC(=O)C1C=CC=C(OC2C=CC(NC3C4C=C(N5CCCC5)N=CC=4N=CN=3)=CC=2C)C=1)(C)(C)C.